This data is from Forward reaction prediction with 1.9M reactions from USPTO patents (1976-2016). The task is: Predict the product of the given reaction. (1) Given the reactants Cl[C:2]1[N:7]=[CH:6][C:5]([C:8]([O:10][CH3:11])=[O:9])=[C:4]([C:12]2[CH:13]=[N:14][C:15]([C:18]([F:21])([F:20])[F:19])=[CH:16][CH:17]=2)[CH:3]=1.[CH3:22][N:23](C)C=O, predict the reaction product. The product is: [C:22]([C:2]1[N:7]=[CH:6][C:5]([C:8]([O:10][CH3:11])=[O:9])=[C:4]([C:12]2[CH:13]=[N:14][C:15]([C:18]([F:21])([F:20])[F:19])=[CH:16][CH:17]=2)[CH:3]=1)#[N:23]. (2) Given the reactants [CH3:1][S:2]([C:5]1[CH:10]=[CH:9][C:8]([C:11]2[CH:16]=[CH:15][CH:14]=[C:13]([C:17]#[N:18])[CH:12]=2)=[CH:7][CH:6]=1)(=[O:4])=[O:3].C([Li])CCC.[CH:24](=[O:28])[CH:25]([CH3:27])[CH3:26].[Cl-].[NH4+], predict the reaction product. The product is: [OH:28][CH:24]([CH:25]([CH3:27])[CH3:26])[CH2:1][S:2]([C:5]1[CH:6]=[CH:7][C:8]([C:11]2[CH:16]=[CH:15][CH:14]=[C:13]([C:17]#[N:18])[CH:12]=2)=[CH:9][CH:10]=1)(=[O:3])=[O:4]. (3) Given the reactants Cl[C:2]1[C:15]2[C:14]3[CH:13]=[CH:12][CH:11]=[CH:10][C:9]=3[C:8]3=[N:16][CH:17]=[CH:18][N:7]3[C:6]=2[CH:5]=[CH:4][CH:3]=1.[C:19]1(B(O)O)[CH:24]=[CH:23][CH:22]=[CH:21][CH:20]=1.COC1C=CC=C(OC)C=1C1C=CC=CC=1P(C1CCCCC1)C1CCCCC1.C(=O)([O-])[O-].[K+].[K+], predict the reaction product. The product is: [C:19]1([C:2]2[C:15]3[C:14]4[CH:13]=[CH:12][CH:11]=[CH:10][C:9]=4[C:8]4=[N:16][CH:17]=[CH:18][N:7]4[C:6]=3[CH:5]=[CH:4][CH:3]=2)[CH:24]=[CH:23][CH:22]=[CH:21][CH:20]=1. (4) Given the reactants [NH2:1][C:2]1[C:7]([C:8]2[N:17]([C:18]3[CH:23]=[CH:22][C:21]([C:24]4([NH:28][C:29](=[O:35])[O:30][C:31]([CH3:34])([CH3:33])[CH3:32])[CH2:27][CH2:26][CH2:25]4)=[CH:20][CH:19]=3)[C:11]3=[N:12][C:13](Cl)=[CH:14][CH:15]=[C:10]3[N:9]=2)=[CH:6][CH:5]=[CH:4][N:3]=1.CC1(C)C(C)(C)OB([C:44]2[CH:45]=[C:46]([N:50]3[CH2:56][CH:55]4[O:57][CH:52]([CH2:53][CH2:54]4)[CH2:51]3)[CH:47]=[CH:48][CH:49]=2)O1.[OH-].[Na+], predict the reaction product. The product is: [NH2:1][C:2]1[C:7]([C:8]2[N:17]([C:18]3[CH:23]=[CH:22][C:21]([C:24]4([NH:28][C:29](=[O:35])[O:30][C:31]([CH3:34])([CH3:33])[CH3:32])[CH2:27][CH2:26][CH2:25]4)=[CH:20][CH:19]=3)[C:11]3=[N:12][C:13]([C:48]4[CH:49]=[CH:44][CH:45]=[C:46]([N:50]5[CH2:56][CH:55]6[O:57][CH:52]([CH2:53][CH2:54]6)[CH2:51]5)[CH:47]=4)=[CH:14][CH:15]=[C:10]3[N:9]=2)=[CH:6][CH:5]=[CH:4][N:3]=1. (5) Given the reactants [CH:1]1([C:4]2[CH:9]=[CH:8][C:7]([N:10]3[CH2:14][CH2:13][C:12]4([CH2:19][CH2:18][NH:17][CH2:16][CH2:15]4)[C:11]3=[O:20])=[CH:6][CH:5]=2)[CH2:3][CH2:2]1.Br[CH:22]([CH3:26])[C:23]([OH:25])=[O:24].CCN(CC)CC, predict the reaction product. The product is: [CH:1]1([C:4]2[CH:9]=[CH:8][C:7]([N:10]3[CH2:14][CH2:13][C:12]4([CH2:19][CH2:18][N:17]([CH:22]([CH3:26])[C:23]([OH:25])=[O:24])[CH2:16][CH2:15]4)[C:11]3=[O:20])=[CH:6][CH:5]=2)[CH2:3][CH2:2]1. (6) Given the reactants [CH:1]1[C:14]2[C:5](=[N:6][C:7]3[C:12]([N:13]=2)=[CH:11][CH:10]=[CH:9][CH:8]=3)[CH:4]=[CH:3][CH:2]=1.[S:15]([O:20]C)([O:18][CH3:19])(=[O:17])=[O:16], predict the reaction product. The product is: [CH3:19][N+:6]1[C:5]2[C:14](=[CH:1][CH:2]=[CH:3][CH:4]=2)[N:13]=[C:12]2[C:7]=1[CH:8]=[CH:9][CH:10]=[CH:11]2.[CH3:19][O:18][S:15]([O-:20])(=[O:17])=[O:16]. (7) Given the reactants Cl[CH:2]([CH:14]1[CH2:19][CH2:18][CH2:17][CH2:16][CH2:15]1)[C:3]1[O:4][C:5]2[CH:12]=[CH:11][C:10]([F:13])=[CH:9][C:6]=2[C:7]=1[CH3:8].[NH2:20][C:21]1[CH:30]=[CH:29][C:24]([C:25]([O:27]C)=[O:26])=[CH:23][CH:22]=1.[I-].[Na+].C(=O)([O-])[O-].[Na+].[Na+].Cl.[OH-].[Na+], predict the reaction product. The product is: [CH:14]1([CH:2]([NH:20][C:21]2[CH:30]=[CH:29][C:24]([C:25]([OH:27])=[O:26])=[CH:23][CH:22]=2)[C:3]2[O:4][C:5]3[CH:12]=[CH:11][C:10]([F:13])=[CH:9][C:6]=3[C:7]=2[CH3:8])[CH2:19][CH2:18][CH2:17][CH2:16][CH2:15]1. (8) Given the reactants FC(F)(F)C1C=C(NC(=O)NC2C=CC(C3SC(CCC(OC)=O)=NC=3)=CC=2)C=CC=1.[NH2:32][C:33]1[CH:38]=[CH:37][C:36]([C:39]2[O:43][C:42]([CH2:44][CH2:45][CH2:46][C:47]([O:49][CH3:50])=[O:48])=[N:41][N:40]=2)=[CH:35][CH:34]=1.[F:51][C:52]1[CH:57]=[C:56]([F:58])[CH:55]=[CH:54][C:53]=1[N:59]=[C:60]=[O:61], predict the reaction product. The product is: [F:51][C:52]1[CH:57]=[C:56]([F:58])[CH:55]=[CH:54][C:53]=1[NH:59][C:60](=[O:61])[NH:32][C:33]1[CH:34]=[CH:35][C:36]([C:39]2[O:43][C:42]([CH2:44][CH2:45][CH2:46][C:47]([O:49][CH3:50])=[O:48])=[N:41][N:40]=2)=[CH:37][CH:38]=1.